Dataset: Forward reaction prediction with 1.9M reactions from USPTO patents (1976-2016). Task: Predict the product of the given reaction. (1) Given the reactants [CH3:1][C:2]1([CH3:14])[C:6](=[O:7])[CH:5]=[C:4]([C:8]2[CH:13]=[CH:12][N:11]=[CH:10][CH:9]=2)[O:3]1.C1C(=O)N([Br:22])C(=O)C1, predict the reaction product. The product is: [Br:22][C:5]1[C:6](=[O:7])[C:2]([CH3:14])([CH3:1])[O:3][C:4]=1[C:8]1[CH:13]=[CH:12][N:11]=[CH:10][CH:9]=1. (2) Given the reactants [CH2:1]([N:3]1[CH2:16][CH2:15][C:14]2[C:13]([N+:17]([O-:19])=[O:18])=[CH:12][C:11]3[NH:10][C:9](=[O:20])[C:8](=[O:21])[NH:7][C:6]=3[C:5]=2[CH2:4]1)[CH3:2].[CH3:22][S:23]([OH:26])(=[O:25])=[O:24], predict the reaction product. The product is: [CH3:22][S:23]([OH:26])(=[O:25])=[O:24].[CH2:1]([N:3]1[CH2:16][CH2:15][C:14]2[C:13]([N+:17]([O-:19])=[O:18])=[CH:12][C:11]3[NH:10][C:9](=[O:20])[C:8](=[O:21])[NH:7][C:6]=3[C:5]=2[CH2:4]1)[CH3:2]. (3) Given the reactants [OH:1][N:2]=[C:3]([NH2:14])[C:4]1[CH:9]=[CH:8][C:7]([CH3:10])=[C:6]([N+:11]([O-:13])=[O:12])[CH:5]=1.CCN(C(C)C)C(C)C.Cl[C:25](Cl)([O:27]C(=O)OC(Cl)(Cl)Cl)Cl.O, predict the reaction product. The product is: [CH3:10][C:7]1[CH:8]=[CH:9][C:4]([C:3]2[NH:14][C:25](=[O:27])[O:1][N:2]=2)=[CH:5][C:6]=1[N+:11]([O-:13])=[O:12]. (4) Given the reactants [CH2:1]([CH:3]([CH2:33][CH3:34])[CH:4]([NH:15][C:16]1[CH:21]=[CH:20][C:19]([C:22]([N:24]([CH3:32])[CH2:25][CH2:26][C:27]([O:29]CC)=[O:28])=[O:23])=[CH:18][CH:17]=1)[C:5]1[S:6][C:7]2[CH:14]=[CH:13][CH:12]=[CH:11][C:8]=2[C:9]=1[CH3:10])[CH3:2].O1CCCC1.[OH-].[Na+], predict the reaction product. The product is: [CH2:33]([CH:3]([CH2:1][CH3:2])[CH:4]([NH:15][C:16]1[CH:17]=[CH:18][C:19]([C:22]([N:24]([CH3:32])[CH2:25][CH2:26][C:27]([OH:29])=[O:28])=[O:23])=[CH:20][CH:21]=1)[C:5]1[S:6][C:7]2[CH:14]=[CH:13][CH:12]=[CH:11][C:8]=2[C:9]=1[CH3:10])[CH3:34]. (5) Given the reactants [S:1]1[CH2:6][CH2:5][C:4](=[O:7])[CH2:3][CH2:2]1.[CH2:8](O)[CH2:9][OH:10], predict the reaction product. The product is: [O:10]1[C:4]2([CH2:5][CH2:6][S:1][CH2:2][CH2:3]2)[O:7][CH2:8][CH2:9]1. (6) Given the reactants [OH:1][CH2:2][C@@H:3]([NH:11][C:12](=[O:21])[O:13][CH2:14][C:15]1[CH:20]=[CH:19][CH:18]=[CH:17][CH:16]=1)[CH2:4][C:5]1[CH:10]=[CH:9][CH:8]=[CH:7][CH:6]=1.CC(OI1(OC(C)=O)(OC(C)=O)OC(=O)C2C=CC=CC1=2)=O, predict the reaction product. The product is: [O:1]=[CH:2][C@@H:3]([NH:11][C:12](=[O:21])[O:13][CH2:14][C:15]1[CH:16]=[CH:17][CH:18]=[CH:19][CH:20]=1)[CH2:4][C:5]1[CH:10]=[CH:9][CH:8]=[CH:7][CH:6]=1.